Dataset: Forward reaction prediction with 1.9M reactions from USPTO patents (1976-2016). Task: Predict the product of the given reaction. (1) Given the reactants [Cl:1][C:2]1[N:3]=[N:4][C:5](Cl)=[CH:6][CH:7]=1.[C:9](=[O:12])([O-])[O-].[Na+].[Na+].O.O1[CH2:21][CH2:20][O:19][CH2:18][CH2:17]1, predict the reaction product. The product is: [Cl:1][C:2]1[N:3]=[N:4][C:5]([C:6]2[C:5]3[CH:21]=[CH:20][O:19][C:18]=3[C:17]([O:12][CH3:9])=[CH:2][CH:7]=2)=[CH:6][CH:7]=1. (2) Given the reactants [NH:1]1[CH2:4][CH:3]([NH:5][C:6](=[O:15])[O:7][CH2:8][C:9]2[CH:14]=[CH:13][CH:12]=[CH:11][CH:10]=2)[CH2:2]1.[Cl:16][C:17]1[CH:18]=[C:19]([CH:22]=[CH:23][C:24]=1[O:25][CH:26]1[CH2:31][CH2:30][N:29]([C:32]2[N:37]=[CH:36][C:35]([CH2:38][CH3:39])=[CH:34][N:33]=2)[CH2:28][CH2:27]1)[CH:20]=O, predict the reaction product. The product is: [Cl:16][C:17]1[CH:18]=[C:19]([CH:22]=[CH:23][C:24]=1[O:25][CH:26]1[CH2:31][CH2:30][N:29]([C:32]2[N:33]=[CH:34][C:35]([CH2:38][CH3:39])=[CH:36][N:37]=2)[CH2:28][CH2:27]1)[CH2:20][N:1]1[CH2:4][CH:3]([NH:5][C:6](=[O:15])[O:7][CH2:8][C:9]2[CH:10]=[CH:11][CH:12]=[CH:13][CH:14]=2)[CH2:2]1. (3) The product is: [CH2:2]([O:4][C:5]([C:7]1[C:19]2[CH2:18][CH2:17][C:16]3[CH:15]=[N:14][CH:13]=[CH:12][C:11]=3[C:10]=2[NH:9][C:8]=1[C:22]1[CH:23]=[CH:24][CH:25]=[CH:26][C:21]=1[CH3:30])=[O:6])[CH3:3]. Given the reactants Br.[CH2:2]([O:4][C:5]([C:7]1[C:19]2[CH2:18][CH2:17][C:16]3[CH:15]=[N:14][CH:13]=[CH:12][C:11]=3[C:10]=2[NH:9][C:8]=1Br)=[O:6])[CH3:3].[C:21]1([CH3:30])[CH:26]=[CH:25][CH:24]=[CH:23][C:22]=1B(O)O.[Li+].[Cl-], predict the reaction product.